This data is from Reaction yield outcomes from USPTO patents with 853,638 reactions. The task is: Predict the reaction yield, written as a fraction of the theoretical maximum amount of product (1.0 means a 100% yield; for example, 0.34 means a 34% yield). (1) The reactants are [CH3:1][O:2][C:3]([C@H:5]1[CH2:9][C@H:8]([S:10]([C:13]2[CH:18]=[CH:17][CH:16]=[CH:15][C:14]=2[Cl:19])(=[O:12])=[O:11])[CH2:7][C@@H:6]1[OH:20])=[O:4].Br[CH2:22][C:23]1[CH:28]=[CH:27][C:26]([CH3:29])=[CH:25][CH:24]=1. The catalyst is C(Cl)Cl.[Ag-]=O. The product is [CH3:1][O:2][C:3]([C@H:5]1[CH2:9][C@H:8]([S:10]([C:13]2[CH:18]=[CH:17][CH:16]=[CH:15][C:14]=2[Cl:19])(=[O:11])=[O:12])[CH2:7][C@@H:6]1[O:20][CH2:22][C:23]1[CH:28]=[CH:27][C:26]([CH3:29])=[CH:25][CH:24]=1)=[O:4]. The yield is 0.560. (2) The reactants are CCN(C(C)C)C(C)C.[CH3:10][C:11]1[CH:16]=[CH:15][C:14]([C:17]2[O:18][C:19]([CH3:22])=[N:20][N:21]=2)=[CH:13][C:12]=1[C:23]1[CH:28]=[CH:27][C:26]([C:29]([OH:31])=O)=[CH:25][CH:24]=1.[CH3:32][N:33]([CH3:38])[CH2:34][CH2:35][CH2:36][NH2:37].CN(C(ON1N=NC2C=CC=CC1=2)=[N+](C)C)C.F[P-](F)(F)(F)(F)F.C1C=CC2N(O)N=NC=2C=1. The catalyst is CN(C=O)C. The product is [CH3:32][N:33]([CH2:34][CH2:35][CH2:36][NH:37][C:29]([C:26]1[CH:25]=[CH:24][C:23]([C:12]2[CH:13]=[C:14]([C:17]3[O:18][C:19]([CH3:22])=[N:20][N:21]=3)[CH:15]=[CH:16][C:11]=2[CH3:10])=[CH:28][CH:27]=1)=[O:31])[CH3:38]. The yield is 0.490. (3) The product is [N:29]([CH:23]([C:5]1[C:6]2[N:7]3[CH2:14][CH2:13][CH2:12][N:11]([C:15]4[CH:20]=[CH:19][C:18]([Cl:21])=[CH:17][C:16]=4[Cl:22])[C:8]3=[N:9][C:10]=2[C:2]([Cl:1])=[CH:3][CH:4]=1)[C:24]([F:27])([F:26])[F:25])=[N+:30]=[N-:31]. The reactants are [Cl:1][C:2]1[C:10]2[N:9]=[C:8]3[N:11]([C:15]4[CH:20]=[CH:19][C:18]([Cl:21])=[CH:17][C:16]=4[Cl:22])[CH2:12][CH2:13][CH2:14][N:7]3[C:6]=2[C:5]([CH:23](O)[C:24]([F:27])([F:26])[F:25])=[CH:4][CH:3]=1.[N-:29]=[N+:30]=[N-:31].[Na+].O. The yield is 0.980. The catalyst is CS(C)=O. (4) The reactants are [OH:1][C:2]1[CH:9]=[CH:8][CH:7]=[CH:6][C:3]=1[CH2:4][OH:5].Br[CH2:11][CH2:12][CH2:13][CH2:14][CH2:15][C:16]1[CH:21]=[CH:20][CH:19]=[CH:18][CH:17]=1.C(=O)([O-])[O-].[K+].[K+]. The catalyst is C(#N)C. The product is [C:16]1([CH2:15][CH2:14][CH2:13][CH2:12][CH2:11][O:1][C:2]2[CH:9]=[CH:8][CH:7]=[CH:6][C:3]=2[CH2:4][OH:5])[CH:21]=[CH:20][CH:19]=[CH:18][CH:17]=1. The yield is 0.810. (5) The reactants are C[C:2]1[C:7]([C:8]#[C:9]CO)=[CH:6][N:5]=[C:4]([F:12])[C:3]=1C.[OH-].[Na+]. The catalyst is C1(C)C=CC=CC=1. The yield is 0.320. The product is [F:12][C:4]1[N:5]=[CH:6][C:7]([C:8]#[CH:9])=[CH:2][CH:3]=1.